This data is from Full USPTO retrosynthesis dataset with 1.9M reactions from patents (1976-2016). The task is: Predict the reactants needed to synthesize the given product. Given the product [C:1]([C:5]1[CH:6]=[C:7]([NH:36][S:37]([CH3:40])(=[O:38])=[O:39])[C:8]([O:34][CH3:35])=[C:9]([NH:11][C:12]([C:14]2[N:15]([CH3:33])[C:16]3[C:21]([CH:22]=2)=[CH:20][CH:19]=[CH:18][C:17]=3[CH2:23][N:24]2[CH2:29][CH2:28][CH:27]([C:30]([N:45]3[CH2:46][CH2:47][N:42]([CH3:41])[CH2:43][CH2:44]3)=[O:32])[CH2:26][CH2:25]2)=[O:13])[CH:10]=1)([CH3:3])([CH3:4])[CH3:2], predict the reactants needed to synthesize it. The reactants are: [C:1]([C:5]1[CH:6]=[C:7]([NH:36][S:37]([CH3:40])(=[O:39])=[O:38])[C:8]([O:34][CH3:35])=[C:9]([NH:11][C:12]([C:14]2[N:15]([CH3:33])[C:16]3[C:21]([CH:22]=2)=[CH:20][CH:19]=[CH:18][C:17]=3[CH2:23][N:24]2[CH2:29][CH2:28][CH:27]([C:30]([OH:32])=O)[CH2:26][CH2:25]2)=[O:13])[CH:10]=1)([CH3:4])([CH3:3])[CH3:2].[CH3:41][N:42]1[CH2:47][CH2:46][NH:45][CH2:44][CH2:43]1.